Dataset: Full USPTO retrosynthesis dataset with 1.9M reactions from patents (1976-2016). Task: Predict the reactants needed to synthesize the given product. (1) Given the product [Cl:24][C:8]1[N:7]=[C:6]([NH:10][CH:11]2[CH2:13][CH2:12]2)[N:5]=[C:4]([C:14]2[CH:15]=[C:16]([O:20][CH3:21])[CH:17]=[N:18][CH:19]=2)[C:3]=1[C:1]#[N:2], predict the reactants needed to synthesize it. The reactants are: [C:1]([C:3]1[C:8](=O)[NH:7][C:6]([NH:10][CH:11]2[CH2:13][CH2:12]2)=[N:5][C:4]=1[C:14]1[CH:15]=[C:16]([O:20][CH3:21])[CH:17]=[N:18][CH:19]=1)#[N:2].O=P(Cl)(Cl)[Cl:24]. (2) The reactants are: [NH:1]1[C:5]2[CH:6]=[CH:7][CH:8]=[CH:9][C:4]=2[N:3]=[CH:2]1.Br[CH2:11][C:12]([NH:14][C:15]1[CH:20]=[CH:19][C:18]([C:21]([CH3:24])([CH3:23])[CH3:22])=[CH:17][CH:16]=1)=[O:13].BrCC(Br)=O.C(C1C=CC(N)=CC=1)(C)(C)C. Given the product [N:1]1([CH2:11][C:12]([NH:14][C:15]2[CH:20]=[CH:19][C:18]([C:21]([CH3:24])([CH3:23])[CH3:22])=[CH:17][CH:16]=2)=[O:13])[C:5]2[CH:6]=[CH:7][CH:8]=[CH:9][C:4]=2[N:3]=[CH:2]1, predict the reactants needed to synthesize it. (3) Given the product [N:12]1[CH:17]=[CH:16][CH:15]=[C:14]([NH:18][C:19]([C:21]2[S:29][C:28]3[C:23](=[N:24][CH:25]=[CH:26][C:27]=3[NH:11][C:7]3[CH:8]=[C:9]4[C:4](=[CH:5][CH:6]=3)[NH:3][C:2]([CH3:1])=[CH:10]4)[CH:22]=2)=[O:20])[CH:13]=1, predict the reactants needed to synthesize it. The reactants are: [CH3:1][C:2]1[NH:3][C:4]2[C:9]([CH:10]=1)=[CH:8][C:7]([NH2:11])=[CH:6][CH:5]=2.[N:12]1[CH:17]=[CH:16][CH:15]=[C:14]([NH:18][C:19]([C:21]2[S:29][C:28]3[C:23](=[N:24][CH:25]=[CH:26][C:27]=3Cl)[CH:22]=2)=[O:20])[CH:13]=1. (4) Given the product [NH2:1][C:4]1[CH:5]=[CH:6][C:7]([CH2:8][C:9]2[C:17]3[C:12](=[CH:13][CH:14]=[CH:15][CH:16]=3)[N:11]([CH2:18][C:19]([O:21][CH2:22][CH3:23])=[O:20])[N:10]=2)=[CH:24][CH:25]=1, predict the reactants needed to synthesize it. The reactants are: [N+:1]([C:4]1[CH:25]=[CH:24][C:7]([CH2:8][C:9]2[C:17]3[C:12](=[CH:13][CH:14]=[CH:15][CH:16]=3)[N:11]([CH2:18][C:19]([O:21][CH2:22][CH3:23])=[O:20])[N:10]=2)=[CH:6][CH:5]=1)([O-])=O. (5) Given the product [CH3:1][N:2]([C:4]([NH:6][C:7]([NH2:9])=[NH:8])=[NH:5])[CH3:3].[C:15]([O-:23])(=[O:22])[CH2:16][CH2:17][CH2:18][C:19]([O-:21])=[O:20], predict the reactants needed to synthesize it. The reactants are: [CH3:1][N:2]([C:4]([NH:6][C:7]([NH2:9])=[NH:8])=[NH:5])[CH3:3].CC(C)=O.O.[C:15]([OH:23])(=[O:22])[CH2:16][CH2:17][CH2:18][C:19]([OH:21])=[O:20].